From a dataset of Full USPTO retrosynthesis dataset with 1.9M reactions from patents (1976-2016). Predict the reactants needed to synthesize the given product. Given the product [Cl:8][C:5]1[N:4]=[C:3]([O:9][CH3:10])[C:2]([CH:19]([CH3:20])[C:17]#[N:18])=[CH:7][CH:6]=1, predict the reactants needed to synthesize it. The reactants are: Br[C:2]1[C:3]([O:9][CH3:10])=[N:4][C:5]([Cl:8])=[CH:6][CH:7]=1.CC([O-])(C)C.[Na+].[C:17]([CH2:19][C:20](OC(C)(C)C)=O)#[N:18].CI.